This data is from Forward reaction prediction with 1.9M reactions from USPTO patents (1976-2016). The task is: Predict the product of the given reaction. (1) Given the reactants [NH:1]1[C:5]2[CH:6]=[CH:7][CH:8]=[CH:9][C:4]=2[N:3]=[C:2]1[CH:10]([C:12]1[CH:17]=[CH:16][CH:15]=[C:14]([Br:18])[CH:13]=1)[OH:11].O[CH:20]1[CH2:25][CH2:24][N:23]([CH3:26])[CH2:22][CH2:21]1.C1(C)C=CC(S(O)(=O)=O)=CC=1, predict the reaction product. The product is: [Br:18][C:14]1[CH:13]=[C:12]([CH:10]([O:11][CH:20]2[CH2:25][CH2:24][N:23]([CH3:26])[CH2:22][CH2:21]2)[C:2]2[NH:3][C:4]3[CH:9]=[CH:8][CH:7]=[CH:6][C:5]=3[N:1]=2)[CH:17]=[CH:16][CH:15]=1. (2) Given the reactants Br[CH2:2][C:3]1[CH:8]=[C:7]([C:9]2[CH:10]=[N:11][C:12]([C:15]([F:18])([F:17])[F:16])=[N:13][CH:14]=2)[C:6]([O:19][CH:20]([F:22])[F:21])=[CH:5][N:4]=1.[NH3:23], predict the reaction product. The product is: [F:21][CH:20]([F:22])[O:19][C:6]1[C:7]([C:9]2[CH:10]=[N:11][C:12]([C:15]([F:18])([F:17])[F:16])=[N:13][CH:14]=2)=[CH:8][C:3]([CH2:2][NH2:23])=[N:4][CH:5]=1. (3) Given the reactants [CH3:1][O:2][CH2:3][N:4]1[C:8]2[CH:9]=[CH:10][C:11]([CH:13]([CH3:17])[C:14](O)=[O:15])=[CH:12][C:7]=2[S:6][C:5]1=[O:18].C([N:21](CC)CC)C.ClC(OCC)=O.[OH-].[NH4+], predict the reaction product. The product is: [CH3:1][O:2][CH2:3][N:4]1[C:8]2[CH:9]=[CH:10][C:11]([CH:13]([CH3:17])[C:14]([NH2:21])=[O:15])=[CH:12][C:7]=2[S:6][C:5]1=[O:18]. (4) The product is: [F:1][C:2]1[C:31]([F:32])=[CH:30][CH:29]=[CH:28][C:3]=1[CH2:4][NH:5][C:6]1[C:11]([C:12]([NH2:14])=[O:13])=[CH:10][N:9]=[C:8]([NH:15][C:16]2[CH:17]=[CH:18][C:19]([CH:22]3[CH2:23][CH2:24][N:25]([C:35]4[CH:34]=[N:33][CH:38]=[CH:37][CH:36]=4)[CH2:26][CH2:27]3)=[CH:20][CH:21]=2)[CH:7]=1. Given the reactants [F:1][C:2]1[C:31]([F:32])=[CH:30][CH:29]=[CH:28][C:3]=1[CH2:4][NH:5][C:6]1[C:11]([C:12]([NH2:14])=[O:13])=[CH:10][N:9]=[C:8]([NH:15][C:16]2[CH:21]=[CH:20][C:19]([CH:22]3[CH2:27][CH2:26][NH:25][CH2:24][CH2:23]3)=[CH:18][CH:17]=2)[CH:7]=1.[N:33]1[CH:38]=[CH:37][CH:36]=[C:35](B(O)O)[CH:34]=1, predict the reaction product.